Dataset: Full USPTO retrosynthesis dataset with 1.9M reactions from patents (1976-2016). Task: Predict the reactants needed to synthesize the given product. (1) Given the product [ClH:1].[Cl:29][C:28]1[CH:27]=[CH:26][C:25]([OH:30])=[CH:24][C:23]=1[NH:22][C:2]1[C:3]2[C:10]3[CH2:11][CH2:12][NH:13][CH2:14][C:9]=3[S:8][C:4]=2[N:5]=[CH:6][N:7]=1, predict the reactants needed to synthesize it. The reactants are: [Cl:1][C:2]1[C:3]2[C:10]3[CH2:11][CH2:12][N:13](C(OC(C)(C)C)=O)[CH2:14][C:9]=3[S:8][C:4]=2[N:5]=[CH:6][N:7]=1.[NH2:22][C:23]1[CH:24]=[C:25]([OH:30])[CH:26]=[CH:27][C:28]=1[Cl:29]. (2) Given the product [C:9]1([C:2]2[N:7]=[N:6][C:5]([NH2:8])=[CH:4][CH:3]=2)[CH:14]=[CH:13][CH:12]=[CH:11][CH:10]=1, predict the reactants needed to synthesize it. The reactants are: Cl[C:2]1[N:7]=[N:6][C:5]([NH2:8])=[CH:4][CH:3]=1.[C:9]1(B(O)O)[CH:14]=[CH:13][CH:12]=[CH:11][CH:10]=1.CC(C1C=C(C(C)C)C(C2C=CC=CC=2P(C2CCCCC2)C2CCCCC2)=C(C(C)C)C=1)C.C([O-])([O-])=O.[Na+].[Na+]. (3) Given the product [N:12]1[CH:13]=[CH:14][CH:15]=[N:16][C:11]=1[N:10]1[C:4]2[C:5](=[N:6][CH:7]=[C:2]([B:17]3[O:21][C:20]([CH3:23])([CH3:22])[C:19]([CH3:25])([CH3:24])[O:18]3)[CH:3]=2)[CH:8]=[CH:9]1, predict the reactants needed to synthesize it. The reactants are: Br[C:2]1[CH:3]=[C:4]2[N:10]([C:11]3[N:16]=[CH:15][CH:14]=[CH:13][N:12]=3)[CH:9]=[CH:8][C:5]2=[N:6][CH:7]=1.[B:17]1([B:17]2[O:21][C:20]([CH3:23])([CH3:22])[C:19]([CH3:25])([CH3:24])[O:18]2)[O:21][C:20]([CH3:23])([CH3:22])[C:19]([CH3:25])([CH3:24])[O:18]1.C([O-])(=O)C.[K+]. (4) Given the product [OH:44][C:27]([CH3:43])([CH3:26])[CH2:28][N:29]1[CH:33]=[C:32]([C:2]2[CH:3]=[CH:4][C:5]3[C:11]4[N:12]=[C:13]([N:15]5[C:19]([CH3:20])([CH3:21])[C:18](=[O:22])[N:17]([CH3:23])[C:16]5=[O:24])[S:14][C:10]=4[CH2:9][CH2:8][O:7][C:6]=3[CH:25]=2)[CH:31]=[N:30]1, predict the reactants needed to synthesize it. The reactants are: Br[C:2]1[CH:3]=[CH:4][C:5]2[C:11]3[N:12]=[C:13]([N:15]4[C:19]([CH3:21])([CH3:20])[C:18](=[O:22])[N:17]([CH3:23])[C:16]4=[O:24])[S:14][C:10]=3[CH2:9][CH2:8][O:7][C:6]=2[CH:25]=1.[CH3:26][C:27]([OH:44])([CH3:43])[CH2:28][N:29]1[CH:33]=[C:32](B2OC(C)(C)C(C)(C)O2)[CH:31]=[N:30]1. (5) Given the product [Br:1][C:2]1[CH:11]=[C:10]2[C:5]([CH:6]=[CH:7][C:8]([C:18](=[O:20])[CH3:19])=[N:9]2)=[CH:4][CH:3]=1, predict the reactants needed to synthesize it. The reactants are: [Br:1][C:2]1[CH:11]=[C:10]2[C:5]([CH:6]=[CH:7][C:8](I)=[N:9]2)=[CH:4][CH:3]=1.C([Sn](CCCC)(CCCC)[C:18]([O:20]CC)=[CH2:19])CCC.Cl.